Dataset: Full USPTO retrosynthesis dataset with 1.9M reactions from patents (1976-2016). Task: Predict the reactants needed to synthesize the given product. (1) Given the product [Cl:15][C:16]1[C:22]([O:23][CH3:24])=[CH:21][C:19]([NH:20][C:9](=[O:11])[C:8]2[CH:7]=[C:6]([CH:5]=[CH:4][C:3]=2[O:2][CH3:1])[C:12]([NH2:14])=[O:13])=[C:18]([O:25][CH3:26])[CH:17]=1, predict the reactants needed to synthesize it. The reactants are: [CH3:1][O:2][C:3]1[C:8]([C:9]([OH:11])=O)=[CH:7][C:6]([C:12]([NH2:14])=[O:13])=[CH:5][CH:4]=1.[Cl:15][C:16]1[C:22]([O:23][CH3:24])=[CH:21][C:19]([NH2:20])=[C:18]([O:25][CH3:26])[CH:17]=1. (2) The reactants are: NC[C@@H]1C[C@H](O)C1.CS([O:12][C@H:13]1[CH2:16][C@@H:15]([CH2:17][N:18]([C:20]([O:22][C:23]([CH3:26])([CH3:25])[CH3:24])=[O:21])[CH3:19])[CH2:14]1)(=O)=O.[Cl:27][C:28]1[C:33]([CH2:34][N:35]2[CH2:39][CH2:38][CH2:37][CH2:36]2)=[C:32]([Cl:40])[CH:31]=[CH:30][C:29]=1O.C([O-])([O-])=O.[Cs+].[Cs+]. Given the product [Cl:40][C:32]1[C:33]([CH2:34][N:35]2[CH2:39][CH2:38][CH2:37][CH2:36]2)=[C:28]([Cl:27])[CH:29]=[CH:30][C:31]=1[O:12][C@H:13]1[CH2:16][C@H:15]([CH2:17][N:18]([CH3:19])[C:20](=[O:21])[O:22][C:23]([CH3:26])([CH3:25])[CH3:24])[CH2:14]1, predict the reactants needed to synthesize it.